This data is from Peptide-MHC class II binding affinity with 134,281 pairs from IEDB. The task is: Regression. Given a peptide amino acid sequence and an MHC pseudo amino acid sequence, predict their binding affinity value. This is MHC class II binding data. (1) The peptide sequence is MGQLISFFQDIPIFF. The MHC is DRB1_0101 with pseudo-sequence DRB1_0101. The binding affinity (normalized) is 0.637. (2) The peptide sequence is DYLILKNLTGLVSAG. The MHC is DRB1_1101 with pseudo-sequence DRB1_1101. The binding affinity (normalized) is 0.828. (3) The peptide sequence is KSSKPLVGPFNFRFM. The MHC is DRB1_0701 with pseudo-sequence DRB1_0701. The binding affinity (normalized) is 0.476.